From a dataset of Forward reaction prediction with 1.9M reactions from USPTO patents (1976-2016). Predict the product of the given reaction. (1) Given the reactants [Si:1]([O:8][C@@H:9]1[CH2:12][C@H:11]([CH:13]=O)[CH2:10]1)([C:4]([CH3:7])([CH3:6])[CH3:5])([CH3:3])[CH3:2].[CH3:15][C:16]([S:19]([NH2:21])=[O:20])([CH3:18])[CH3:17], predict the reaction product. The product is: [Si:1]([O:8][C@@H:9]1[CH2:12][C@H:11](/[CH:13]=[N:21]/[S:19]([C:16]([CH3:18])([CH3:17])[CH3:15])=[O:20])[CH2:10]1)([C:4]([CH3:7])([CH3:6])[CH3:5])([CH3:3])[CH3:2]. (2) Given the reactants C(OC([N:8]1[CH2:17][CH2:16][C:15]2[C:14]([O:18][C:19]3[CH:20]=[C:21]4[C:25](=[CH:26][CH:27]=3)[NH:24][CH:23]=[CH:22]4)=[N:13][CH:12]=[N:11][C:10]=2[CH2:9]1)=O)(C)(C)C.[H-].[Na+].[CH:30]([NH:33][C:34]([C:36]1[CH:37]=[C:38]([NH:46][C:47](=O)[O:48]C2C=CC=CC=2)[CH:39]=[C:40]([C:42]([F:45])([F:44])[F:43])[CH:41]=1)=[O:35])([CH3:32])[CH3:31].C(O)(C(F)(F)F)=O, predict the reaction product. The product is: [CH:30]([NH:33][C:34]([C:36]1[CH:37]=[C:38]([NH:46][C:47]([N:24]2[C:25]3[C:21](=[CH:20][C:19]([O:18][C:14]4[C:15]5[CH2:16][CH2:17][NH:8][CH2:9][C:10]=5[N:11]=[CH:12][N:13]=4)=[CH:27][CH:26]=3)[CH:22]=[CH:23]2)=[O:48])[CH:39]=[C:40]([C:42]([F:43])([F:44])[F:45])[CH:41]=1)=[O:35])([CH3:32])[CH3:31]. (3) The product is: [NH:8]1[CH2:9][CH2:10][CH:11]([N:14]2[C@H:18]([C:19]3[CH:23]=[CH:22][S:21][CH:20]=3)[CH2:17][O:16][C:15]2=[O:24])[CH2:12][CH2:13]1. Given the reactants C(OC([N:8]1[CH2:13][CH2:12][CH:11]([N:14]2[C@H:18]([C:19]3[CH:23]=[CH:22][S:21][CH:20]=3)[CH2:17][O:16][C:15]2=[O:24])[CH2:10][CH2:9]1)=O)(C)(C)C.C(O)(C(F)(F)F)=O, predict the reaction product. (4) Given the reactants [CH3:1][O:2][C:3]([CH:5]1[CH2:14][C:13]2[CH:12]=[C:11]3[O:15][CH2:16][C@H:17]([C:19]4[CH:24]=[CH:23][C:22]([OH:25])=[CH:21][CH:20]=4)[O:18][C:10]3=[CH:9][C:8]=2[CH2:7][N:6]1[C@H:26]([C:29]1[CH:34]=[CH:33][CH:32]=[CH:31][CH:30]=1)[CH2:27][CH3:28])=[O:4].[C:35]1(B(O)O)[CH:40]=[CH:39][CH:38]=[CH:37][CH:36]=1, predict the reaction product. The product is: [CH3:1][O:2][C:3]([C@@H:5]1[CH2:14][C:13]2[CH:12]=[C:11]3[O:15][CH2:16][C@H:17]([C:19]4[CH:24]=[CH:23][C:22]([O:25][C:35]5[CH:40]=[CH:39][CH:38]=[CH:37][CH:36]=5)=[CH:21][CH:20]=4)[O:18][C:10]3=[CH:9][C:8]=2[CH2:7][N:6]1[C@H:26]([C:29]1[CH:30]=[CH:31][CH:32]=[CH:33][CH:34]=1)[CH2:27][CH3:28])=[O:4]. (5) Given the reactants [N+:1]([C:4]1[C:10]([OH:11])=[CH:9][CH:8]=[CH:7][C:5]=1[OH:6])([O-:3])=[O:2].[C:12](=O)([O-])[O-].[K+].[K+].CI, predict the reaction product. The product is: [CH3:12][O:6][C:5]1[C:4]([N+:1]([O-:3])=[O:2])=[C:10]([OH:11])[CH:9]=[CH:8][CH:7]=1. (6) Given the reactants [Cl:1][C:2]1[CH:7]=[CH:6][C:5]([CH:8](O)[C:9]2[C:18]3[C:17](=[O:19])[N:16]([CH2:20][CH2:21][CH2:22][O:23][CH:24]4CCCC[O:25]4)[C:15](=[O:30])[N:14]([CH3:31])[C:13]=3[N:12]=[CH:11][C:10]=2[O:32][C:33]2[CH:34]=[N:35][CH:36]=[C:37]([Cl:39])[CH:38]=2)=[CH:4][CH:3]=1, predict the reaction product. The product is: [CH:24]([O:23][CH2:22][CH2:21][CH2:20][N:16]1[C:17](=[O:19])[C:18]2[C:9]([CH2:8][C:5]3[CH:4]=[CH:3][C:2]([Cl:1])=[CH:7][CH:6]=3)=[C:10]([O:32][C:33]3[CH:34]=[N:35][CH:36]=[C:37]([Cl:39])[CH:38]=3)[CH:11]=[N:12][C:13]=2[N:14]([CH3:31])[C:15]1=[O:30])=[O:25].